This data is from Full USPTO retrosynthesis dataset with 1.9M reactions from patents (1976-2016). The task is: Predict the reactants needed to synthesize the given product. (1) Given the product [Si:1]([O:8][CH2:9][CH2:10][CH2:11][C:12]([C:14]1[CH:15]=[CH:16][CH:17]=[CH:18][CH:19]=1)=[O:13])([C:4]([CH3:7])([CH3:6])[CH3:5])([CH3:3])[CH3:2], predict the reactants needed to synthesize it. The reactants are: [Si:1]([O:8][CH2:9][C:10]#[C:11][C:12]([C:14]1[CH:19]=[CH:18][CH:17]=[CH:16][CH:15]=1)=[O:13])([C:4]([CH3:7])([CH3:6])[CH3:5])([CH3:3])[CH3:2]. (2) Given the product [OH:12][C:13]1[CH:18]=[CH:17][CH:16]=[C:15]([OH:19])[C:14]=1[C:20](=[N:2][OH:3])[CH3:21], predict the reactants needed to synthesize it. The reactants are: Cl.[NH2:2][OH:3].O.O.O.C([O-])(=O)C.[Na+].[OH:12][C:13]1[CH:18]=[CH:17][CH:16]=[C:15]([OH:19])[C:14]=1[C:20](=O)[CH3:21]. (3) Given the product [C:35]([O:34][C:32]([N:39]1[CH2:45][CH2:44][CH2:43][C@H:40]1[CH2:41][NH:24][C:23]1[C:18]([O:17][C:14]2[CH:13]=[CH:12][C:11]([NH:10][C:9]([O:8][CH2:1][C:2]3[CH:3]=[CH:4][CH:5]=[CH:6][CH:7]=3)=[O:31])=[CH:16][CH:15]=2)=[N:19][C:20]([C:25]2[CH:26]=[N:27][CH:28]=[CH:29][CH:30]=2)=[N:21][CH:22]=1)=[O:33])([CH3:38])([CH3:36])[CH3:37], predict the reactants needed to synthesize it. The reactants are: [CH2:1]([O:8][C:9](=[O:31])[NH:10][C:11]1[CH:16]=[CH:15][C:14]([O:17][C:18]2[C:23]([NH2:24])=[CH:22][N:21]=[C:20]([C:25]3[CH:26]=[N:27][CH:28]=[CH:29][CH:30]=3)[N:19]=2)=[CH:13][CH:12]=1)[C:2]1[CH:7]=[CH:6][CH:5]=[CH:4][CH:3]=1.[C:32]([N:39]1[CH2:45][CH2:44][CH2:43][C@H:40]1[CH:41]=O)([O:34][C:35]([CH3:38])([CH3:37])[CH3:36])=[O:33].[BH-](OC(C)=O)(OC(C)=O)OC(C)=O.[Na+]. (4) Given the product [CH3:16][S:13]([C:10]1[CH:11]=[CH:12][C:7](/[CH:6]=[CH:5]/[C:4]([OH:17])=[O:3])=[CH:8][CH:9]=1)(=[O:14])=[O:15], predict the reactants needed to synthesize it. The reactants are: C([O:3][C:4](=[O:17])/[CH:5]=[CH:6]/[C:7]1[CH:12]=[CH:11][C:10]([S:13]([CH3:16])(=[O:15])=[O:14])=[CH:9][CH:8]=1)C.[OH-].[Li+]. (5) Given the product [CH3:16][C:17]1[CH:22]=[C:21]([C:23]2[O:24][C:25]3[N:26]=[C:27]([S:36][CH3:37])[N:28]=[C:29]([O:32][CH2:33][CH2:34][CH3:35])[C:30]=3[N:31]=2)[CH:20]=[C:19]([CH3:38])[C:18]=1[O:39][CH2:8][C:9]([O:11][C:12]([CH3:15])([CH3:14])[CH3:13])=[O:10], predict the reactants needed to synthesize it. The reactants are: C(=O)([O-])[O-].[K+].[K+].Br[CH2:8][C:9]([O:11][C:12]([CH3:15])([CH3:14])[CH3:13])=[O:10].[CH3:16][C:17]1[CH:22]=[C:21]([C:23]2[O:24][C:25]3[N:26]=[C:27]([S:36][CH3:37])[N:28]=[C:29]([O:32][CH2:33][CH2:34][CH3:35])[C:30]=3[N:31]=2)[CH:20]=[C:19]([CH3:38])[C:18]=1[OH:39].O. (6) Given the product [CH:35]1([N:18]2[CH2:19][CH2:20][CH:15]([O:14][C:11]3[CH:12]=[CH:13][C:8]([N:7]4[CH2:6][CH2:5][N:4]([C:21]([O:23][CH2:24][C:25]5[CH:26]=[CH:27][CH:28]=[CH:29][CH:30]=5)=[O:22])[CH2:3][C:2]4=[O:1])=[CH:9][CH:10]=3)[CH2:16][CH2:17]2)[CH2:39][CH2:38][CH2:37][CH2:36]1, predict the reactants needed to synthesize it. The reactants are: [O:1]=[C:2]1[N:7]([C:8]2[CH:13]=[CH:12][C:11]([O:14][CH:15]3[CH2:20][CH2:19][NH:18][CH2:17][CH2:16]3)=[CH:10][CH:9]=2)[CH2:6][CH2:5][N:4]([C:21]([O:23][CH2:24][C:25]2[CH:30]=[CH:29][CH:28]=[CH:27][CH:26]=2)=[O:22])[CH2:3]1.CC(O)=O.[C:35]1(=O)[CH2:39][CH2:38][CH2:37][CH2:36]1.C(O[BH-](OC(=O)C)OC(=O)C)(=O)C.[Na+]. (7) Given the product [CH2:10]([C:6]1[CH:5]=[C:4]([CH:9]=[CH:8][CH:7]=1)[C:3]([OH:15])=[O:2])[CH2:11][CH:12]([CH3:14])[CH3:13], predict the reactants needed to synthesize it. The reactants are: C[O:2][C:3](=[O:15])[C:4]1[CH:9]=[CH:8][CH:7]=[C:6]([CH2:10][CH2:11][CH:12]([CH3:14])[CH3:13])[CH:5]=1.[OH-].[Na+].Cl.